Dataset: Catalyst prediction with 721,799 reactions and 888 catalyst types from USPTO. Task: Predict which catalyst facilitates the given reaction. (1) Reactant: Br[C:2]1[C:3]([F:13])=[C:4]2[C:9](=[CH:10][C:11]=1[F:12])[N:8]=[CH:7][CH:6]=[CH:5]2.[CH2:14]([Sn](CCCC)(CCCC)C=C)[CH2:15]CC. Product: [F:13][C:3]1[C:2]([CH:14]=[CH2:15])=[C:11]([F:12])[CH:10]=[C:9]2[C:4]=1[CH:5]=[CH:6][CH:7]=[N:8]2. The catalyst class is: 203. (2) Reactant: [CH2:1]([O:19][C@@H:20]1[C@H:24]([OH:25])[C@@H:23]([CH2:26][OH:27])[O:22][C@H:21]1[N:28]1[C:38]2[N:37]=[C:35]([NH2:36])[NH:34][C:32](=[O:33])[C:31]=2[N:30]=[CH:29]1)[CH2:2][CH2:3][CH2:4][CH2:5][CH2:6][CH2:7][CH2:8][CH2:9][CH2:10][CH2:11][CH2:12][CH2:13][CH2:14][CH2:15][CH2:16][CH2:17][CH3:18].C[Si](Cl)(C)C.[C:44](Cl)(=[O:48])[CH:45]([CH3:47])[CH3:46].[OH-].[NH4+]. Product: [C:44]([NH:36][C:35]1[NH:34][C:32](=[O:33])[C:31]2[N:30]=[CH:29][N:28]([C:38]=2[N:37]=1)[C@@H:21]1[O:22][C@H:23]([CH2:26][OH:27])[C@@H:24]([OH:25])[C@H:20]1[O:19][CH2:1][CH2:2][CH2:3][CH2:4][CH2:5][CH2:6][CH2:7][CH2:8][CH2:9][CH2:10][CH2:11][CH2:12][CH2:13][CH2:14][CH2:15][CH2:16][CH2:17][CH3:18])(=[O:48])[CH:45]([CH3:47])[CH3:46]. The catalyst class is: 228. (3) Product: [CH2:5]1[C@@H:4]2[CH2:8][NH:9][CH2:10][CH2:11][N:3]2[C:2](=[O:1])[CH2:7][O:6]1. Reactant: [O:1]=[C:2]1[CH2:7][O:6][CH2:5][C@@H:4]2[CH2:8][N:9](C(OCC3C=CC=CC=3)=O)[CH2:10][CH2:11][N:3]12.C(O)=O.C([O-])=O.[NH4+]. The catalyst class is: 29. (4) Reactant: [Li+].CC([N-]C(C)C)C.[CH3:9][O:10][C:11](=O)/[CH:12]=[CH:13]/[O:14]C.[C:17]1([C:23](=[O:32])[CH2:24][CH2:25][C:26]2[CH:31]=[CH:30][CH:29]=[CH:28][CH:27]=2)[CH:22]=[CH:21][CH:20]=[CH:19][CH:18]=1.Cl. Product: [CH3:9][O:10][C:11]1[C:23]([CH2:24][CH2:25][C:26]2[CH:27]=[CH:28][CH:29]=[CH:30][CH:31]=2)([C:17]2[CH:22]=[CH:21][CH:20]=[CH:19][CH:18]=2)[O:32][C:13](=[O:14])[CH:12]=1. The catalyst class is: 1. (5) Product: [O:37]=[C:33]1[N:32]([C:28]2[CH:27]=[C:26]([CH2:25][CH:24]=[O:23])[CH:31]=[CH:30][CH:29]=2)[CH2:36][CH2:35][O:34]1. The catalyst class is: 4. Reactant: CC(OI1(OC(C)=O)(OC(C)=O)OC(=O)C2C1=CC=CC=2)=O.[OH:23][CH2:24][CH2:25][C:26]1[CH:27]=[C:28]([N:32]2[CH2:36][CH2:35][O:34][C:33]2=[O:37])[CH:29]=[CH:30][CH:31]=1. (6) Reactant: [C:1]([O:4][CH2:5][C@@H:6]([OH:20])[C@@H:7]([C:13]([O:15][C:16]([CH3:19])([CH3:18])[CH3:17])=[O:14])[CH2:8][O:9][CH2:10][CH:11]=[CH2:12])(=[O:3])[CH3:2].N1C(C)=CC=CC=1C.[Si:29](OS(C(F)(F)F)(=O)=O)([C:32]([CH3:35])([CH3:34])[CH3:33])([CH3:31])[CH3:30].C([O-])(O)=O.[Na+]. Product: [C:1]([O:4][CH2:5][C@@H:6]([O:20][Si:29]([C:32]([CH3:35])([CH3:34])[CH3:33])([CH3:31])[CH3:30])[C@@H:7]([C:13]([O:15][C:16]([CH3:19])([CH3:18])[CH3:17])=[O:14])[CH2:8][O:9][CH2:10][CH:11]=[CH2:12])(=[O:3])[CH3:2]. The catalyst class is: 34. (7) Reactant: C(OC(=O)[NH:7][CH2:8][C:9]#[C:10][C:11]1[CH:12]=[C:13]2[C:18](=[CH:19][CH:20]=1)[N:17]=[CH:16][N:15]=[C:14]2[NH:21][C:22]1[CH:27]=[CH:26][C:25]([O:28][CH2:29][C:30]2[CH:35]=[CH:34][CH:33]=[C:32]([F:36])[CH:31]=2)=[C:24]([Cl:37])[CH:23]=1)(C)(C)C.FC(F)(F)C(O)=O. Product: [NH2:7][CH2:8][C:9]#[C:10][C:11]1[CH:12]=[C:13]2[C:18](=[CH:19][CH:20]=1)[N:17]=[CH:16][N:15]=[C:14]2[NH:21][C:22]1[CH:27]=[CH:26][C:25]([O:28][CH2:29][C:30]2[CH:35]=[CH:34][CH:33]=[C:32]([F:36])[CH:31]=2)=[C:24]([Cl:37])[CH:23]=1. The catalyst class is: 754. (8) The catalyst class is: 7. Reactant: [Cl:1][C:2]1[C:7](=[O:8])[N:6]([C:9]2[CH:10]=[C:11]([CH:18]=[CH:19][C:20]=2[CH3:21])[C:12](N(OC)C)=[O:13])[C:5]([CH3:22])=[N:4][C:3]=1[O:23][CH2:24][C:25]1[CH:30]=[CH:29][CH:28]=[C:27]([F:31])[N:26]=1.[C:32]([Mg]Cl)#[CH:33]. Product: [Cl:1][C:2]1[C:7](=[O:8])[N:6]([C:9]2[CH:10]=[C:11]([C:12](=[O:13])[C:32]#[CH:33])[CH:18]=[CH:19][C:20]=2[CH3:21])[C:5]([CH3:22])=[N:4][C:3]=1[O:23][CH2:24][C:25]1[CH:30]=[CH:29][CH:28]=[C:27]([F:31])[N:26]=1. (9) Reactant: [Br:1][C:2]1[N:3]=[C:4](SC)[S:5][C:6]=1[CH3:7].[CH:10]1C=C(Cl)C=C(C(OO)=O)C=1.[S:21]([O-:25])([O-])(=[O:23])=S.[Na+].[Na+]. The catalyst class is: 2. Product: [Br:1][C:2]1[N:3]=[C:4]([S:21]([CH3:10])(=[O:25])=[O:23])[S:5][C:6]=1[CH3:7]. (10) Reactant: CC(S([NH:7][CH:8]([C:15]12[N:21]([CH3:22])[CH:18]([CH2:19][CH2:20]1)[CH2:17][CH2:16]2)[C:9]1[CH:14]=[CH:13][CH:12]=[CH:11][CH:10]=1)=O)(C)C.Cl.C(OC(O[C:35]([CH3:38])([CH3:37])[CH3:36])=O)(O[C:35]([CH3:38])([CH3:37])[CH3:36])=O.[CH3:39][OH:40]. Product: [CH3:10][C:9]1[CH:8]=[CH:15][CH:37]=[C:35]([CH3:36])[C:38]=1[C:39]([NH:7][CH:8]([C:15]12[N:21]([CH3:22])[CH:18]([CH2:17][CH2:16]1)[CH2:19][CH2:20]2)[C:9]1[CH:10]=[CH:11][CH:12]=[CH:13][CH:14]=1)=[O:40]. The catalyst class is: 12.